Dataset: Forward reaction prediction with 1.9M reactions from USPTO patents (1976-2016). Task: Predict the product of the given reaction. Given the reactants Cl.[NH2:2][C@H:3]1[CH2:8][CH2:7][C@H:6]([NH:9][C:10]([C:12]2[C:16]3[N:17]=[CH:18][N:19]=[C:20]([C:21]4[CH:26]=[CH:25][C:24]([F:27])=[CH:23][C:22]=4[O:28][CH2:29][CH:30]4[CH2:32][CH2:31]4)[C:15]=3[NH:14][C:13]=2[CH3:33])=[O:11])[CH2:5][CH2:4]1.C([O:37][C@@H:38]([CH3:42])[C:39](Cl)=[O:40])(=O)C, predict the reaction product. The product is: [CH:30]1([CH2:29][O:28][C:22]2[CH:23]=[C:24]([F:27])[CH:25]=[CH:26][C:21]=2[C:20]2[C:15]3[NH:14][C:13]([CH3:33])=[C:12]([C:10]([NH:9][C@H:6]4[CH2:7][CH2:8][C@H:3]([NH:2][C:39](=[O:40])[C@@H:38]([OH:37])[CH3:42])[CH2:4][CH2:5]4)=[O:11])[C:16]=3[N:17]=[CH:18][N:19]=2)[CH2:31][CH2:32]1.